From a dataset of Catalyst prediction with 721,799 reactions and 888 catalyst types from USPTO. Predict which catalyst facilitates the given reaction. (1) Reactant: [Br:1][C:2]1[CH:3]=[C:4]([C@@:8]([NH:20][S:21]([C:23]([CH3:26])([CH3:25])[CH3:24])=[O:22])([C:10]2[CH:14]=[C:13]([CH:15]3OCC[O:16]3)[S:12][CH:11]=2)[CH3:9])[CH:5]=[CH:6][CH:7]=1. Product: [Br:1][C:2]1[CH:3]=[C:4]([C@@:8]([NH:20][S:21]([C:23]([CH3:26])([CH3:25])[CH3:24])=[O:22])([C:10]2[CH:14]=[C:13]([CH:15]=[O:16])[S:12][CH:11]=2)[CH3:9])[CH:5]=[CH:6][CH:7]=1. The catalyst class is: 21. (2) Reactant: [NH:1]1[C:9]2[C:4](=[C:5]([NH2:10])[CH:6]=[CH:7][CH:8]=2)[CH:3]=[CH:2]1.Cl.[CH2:12]([N:19]([CH2:23][CH2:24]Cl)[CH2:20][CH2:21]Cl)[C:13]1[CH:18]=[CH:17][CH:16]=[CH:15][CH:14]=1.C(N(C(C)C)CC)(C)C. Product: [CH2:12]([N:19]1[CH2:23][CH2:24][N:10]([C:5]2[CH:6]=[CH:7][CH:8]=[C:9]3[C:4]=2[CH:3]=[CH:2][NH:1]3)[CH2:21][CH2:20]1)[C:13]1[CH:18]=[CH:17][CH:16]=[CH:15][CH:14]=1. The catalyst class is: 159. (3) Reactant: [NH2:1][CH2:2][CH2:3][C:4]1[CH:9]=[CH:8][C:7]([NH2:10])=[CH:6][CH:5]=1.Cl[C:12]1[C:13]2[S:20][CH:19]=[CH:18][C:14]=2[N:15]=[CH:16][N:17]=1.CCN(C(C)C)C(C)C. Product: [NH2:10][C:7]1[CH:8]=[CH:9][C:4]([CH2:3][CH2:2][NH:1][C:12]2[C:13]3[S:20][CH:19]=[CH:18][C:14]=3[N:15]=[CH:16][N:17]=2)=[CH:5][CH:6]=1. The catalyst class is: 51. (4) The catalyst class is: 2. Product: [F:40][C:39]([F:42])([F:41])[S:36]([O:1][C:2]1[CH:9]=[C:8]([O:10][CH3:11])[C:7]([C:12]2[N:13]=[N:14][C:15]([O:18][CH:19]3[CH2:24][C:23]([CH3:26])([CH3:25])[NH:22][C:21]([CH3:28])([CH3:27])[CH2:20]3)=[CH:16][CH:17]=2)=[CH:6][C:3]=1[CH:4]=[O:5])(=[O:38])=[O:37]. Reactant: [OH:1][C:2]1[CH:9]=[C:8]([O:10][CH3:11])[C:7]([C:12]2[N:13]=[N:14][C:15]([O:18][CH:19]3[CH2:24][C:23]([CH3:26])([CH3:25])[NH:22][C:21]([CH3:28])([CH3:27])[CH2:20]3)=[CH:16][CH:17]=2)=[CH:6][C:3]=1[CH:4]=[O:5].C1C=CC(N([S:36]([C:39]([F:42])([F:41])[F:40])(=[O:38])=[O:37])[S:36]([C:39]([F:42])([F:41])[F:40])(=[O:38])=[O:37])=CC=1.C(N(CC)CC)C.